Dataset: Reaction yield outcomes from USPTO patents with 853,638 reactions. Task: Predict the reaction yield, written as a fraction of the theoretical maximum amount of product (1.0 means a 100% yield; for example, 0.34 means a 34% yield). The reactants are [CH3:1][CH:2]([CH3:15])[CH2:3][CH2:4][NH:5][C:6]([C:8]1[N:9]=[N:10][C:11](Cl)=[CH:12][CH:13]=1)=[O:7].[CH2:16]([N:23]1[CH2:28][CH2:27][NH:26][CH2:25][CH2:24]1)[C:17]1[CH:22]=[CH:21][CH:20]=[CH:19][CH:18]=1.N12CCCN=C1CCCCC2. The catalyst is [Br-].C([N+](CCCC)(CCCC)CCCC)CCC.O1CCOCC1. The product is [CH3:1][CH:2]([CH3:15])[CH2:3][CH2:4][NH:5][C:6]([C:8]1[N:9]=[N:10][C:11]([N:26]2[CH2:27][CH2:28][N:23]([CH2:16][C:17]3[CH:18]=[CH:19][CH:20]=[CH:21][CH:22]=3)[CH2:24][CH2:25]2)=[CH:12][CH:13]=1)=[O:7]. The yield is 0.750.